From a dataset of Drug-target binding data from BindingDB using IC50 measurements. Regression. Given a target protein amino acid sequence and a drug SMILES string, predict the binding affinity score between them. We predict pIC50 (pIC50 = -log10(IC50 in M); higher means more potent). Dataset: bindingdb_ic50. (1) The small molecule is CC(C)[C@H](NC(=O)[C@H](CC(=O)O)NC(=O)[C@H](CC(N)=O)NC(=O)[C@@H](NC(=O)[C@@H](NC(=O)[C@H](C)NC(=O)CNC(=O)[C@H](C)NC(=O)[C@@H](N)Cc1ccc(O)cc1)C(C)C)C(C)C)C(=O)O. The target protein (P08543) has sequence MASRPAASSPVEARAPVGGQEAGGPSAATQGEAAGAPLAHGHHVYCQRVNGVMVLSDKTPGSASYRISDNNFVQCGSNCTMIIDGDVVRGRPQDPGAAASPAPFVAVTNIGAGSDGGTAVVAFGGTPRRSAGTSTGTQTADVPTEALGGPPPPPRFTLGGGCCSCRDTRRRSAVFGGEGDPVGPAEFVSDDRSSDSDSDDSEDTDSETLSHASSDVSGGATYDDALDSDSSSDDSLQIDGPVCRPWSNDTAPLDVCPGTPGPGADAGGPSAVDPHAPTPEAGAGLAADPAVARDDAEGLSDPRPRLGTGTAYPVPLELTPENAEAVARFLGDAVNREPALMLEYFCRCAREETKRVPPRTFGSPPRLTEDDFGLLNYALVEMQRLCLDVPPVPPNAYMPYYLREYVTRLVNGFKPLVSRSARLYRILGVLVHLRIRTREASFEEWLRSKEVALDFGLTERLREHEAQLVILAQALDHYDCLIHSTPHTLVERGLQSALKY.... The pIC50 is 3.1. (2) The small molecule is CC[C@@H](C)[C@@H]1NC(=O)[C@@H](Cc2ccc(OC)cc2)NC(=O)[C@H](CCCCCC(=O)NO)NC(=O)[C@H]2CCCN2C1=O. The target protein (Q9Z2V6) has sequence MNSPNESDGMSGREPSLGILPRTPLHSIPVAVEVKPVLPGAMPSSMGGGGGGSPSPVELRGALAGPMDPALREQQLQQELLVLKQQQQLQKQLLFAEFQKQHDHLTRQHEVQLQKHLKQQQEMLAAKRQQELEQQRQREQQRQEELEKQRLEQQLLILRNKEKSKESAIASTEVKLRLQEFLLSKSKEPTPGGLNHSLPQHPKCWGAHHASLDQSSPPQSGPPGTPPSYKLPLLGPYDSRDDFPLRKTASEPNLKVRSRLKQKVAERRSSPLLRRKDGTVISTFKKRAVEITGTGPGVSSVCNSAPGSGPSSPNSSHSTIAENGFTGSVPNIPTEMIPQHRALPLDSSPNQFSLYTSPSLPNISLGLQATVTVTNSHLTASPKLSTQQEAERQALQSLRQGGTLTGKFMSTSSIPGCLLGVALEGDTSPHGHASLLQHVCSWTGRQQSTLIAVPLHGQSPLVTGERVATSMRTVGKLPRHRPLSRTQSSPLPQSPQALQQ.... The pIC50 is 8.5. (3) The compound is Cc1ccsc1C(=O)CCl. The target is XTSFAESXKPVQQPSAFGS. The pIC50 is 4.1. (4) The compound is CC(C)C(O)(c1ccc2c3c(ccc2c1)C(=O)NC3)c1cnc[nH]1. The target protein sequence is MALRVTADVWARPWQCLHRTRALGSTATQAPKTLKPFEAIPQYSRNKWLKMIQILREQGQENLHLEMHQAFQELGPIFRHSAGGAQIVSVMLPEDAEKLHQVESILPRRMTLESWVAHRELRGLRRGVFLLNGADWRFNRLQLNPNMLSPKAVQSFVPFVDVVARDFVENLKKRMLENVHGSMSMDIQSNVFNYTMEASHFVISGERLGLTGHDLNPESLKFIHALHSMFKSTTQLMFLPKNLTRWTSTQVWKGHFESWDIISEYVTNVSRNVYRELAEGRQQSWSVISEMVAQSTLSMDAIHANSMELIAGSVDTTAISLVMTLFELARNPDVQQALRQESLAAEASIAANPQKAMSDLPLLRAALKETLRLYPIGSSLERIVDSDLVLQNYHVPAGTLVIIYLYSMGRNPAVFPRPERYMPQRWLERKRSFQHLAFGFGVRQCLGRRLAEVEVLLLLHHMLKIFQVETLRQEDVQMAYRFVLMPNPRLVLTIRPVS. The pIC50 is 7.9. (5) The drug is N#Cc1ccc(Oc2ccccc2O)c(F)c1. The target protein sequence is MGFLAGKKILITGLLSNKSIAYGIAKAMHREGAELAFTYVGQFKDRVEKLCAEFNPAAVLPCDVISDQEIKDLFVELGKVWDGLDAIVHSIAFAPRDQLEGNFIDCVTREGFSIAHDISAYSFAALAKEGRSMMKNRNASMVALTYIGAEKAMPSYNTMGVAKASLEATVRYTALALGEDGIKVNAVSAGPIKTLAASGISNFKKMLDYNAMVSPLKKNVDIMEVGNTVAFLCSDMATGITGEVVHVDAGYHCVSMGNVL. The pIC50 is 5.0. (6) The compound is CC(=O)c1ccc(C(=O)CCl)s1. The target is XTSFAESXKPVQQPSAFGS. The pIC50 is 4.3. (7) The drug is O=C1/C(=C/c2ccc(O)c(Br)c2)CN(Cc2cccc(Cl)c2)C/C1=C\c1ccc(O)c(Br)c1. The target protein (Q86X55) has sequence MAAAAAAVGPGAGGAGSAVPGGAGPCATVSVFPGARLLTIGDANGEIQRHAEQQALRLEVRAGPDSAGIALYSHEDVCVFKCSVSRETECSRVGKQSFIITLGCNSVLIQFATPNDFCSFYNILKTCRGHTLERSVFSERTEESSAVQYFQFYGYLSQQQNMMQDYVRTGTYQRAILQNHTDFKDKIVLDVGCGSGILSFFAAQAGARKIYAVEASTMAQHAEVLVKSNNLTDRIVVIPGKVEEVSLPEQVDIIISEPMGYMLFNERMLESYLHAKKYLKPSGNMFPTIGDVHLAPFTDEQLYMEQFTKANFWYQPSFHGVDLSALRGAAVDEYFRQPVVDTFDIRILMAKSVKYTVNFLEAKEGDLHRIEIPFKFHMLHSGLVHGLAFWFDVAFIGSIMTVWLSTAPTEPLTHWYQVRCLFQSPLFAKAGDTLSGTCLLIANKRQSYDISIVAQVDQTGSKSSNLLDLKNPFFRYTGTTPSPPPGSHYTSPSENMWNTG.... The pIC50 is 5.1. (8) The small molecule is CN1CCN(CCCCOc2ccc(N3C(=O)/C(=C/c4ccc(Oc5ccc(C(N)=O)cc5)cc4)SC3=S)cc2)CC1. The target protein (O88351) has sequence MSWSPSLPTQTCGAWEMKERLGTGGFGNVIRWHNQATGEQIAIKQCRQELSPKNRNRWCLEIQIMRRLNHPNVVAARDVPEGMQNLAPNDLPLLAMEYCQGGDLRRYLNQFENCCGLREGAVLTLLSDIASALRYLHENRIIHRDLKPENIVLQQGEKRLIHKIIDLGYAKELDQGSLCTSFVGTLQYLAPELLEQQKYTVTVDYWSFGTLAFECITGFRPFLPNWQPVQWHSKVRQKSEVDIVVSEDLNGAVKFSSSLPFPNNLNSVLAERLEKWLQLMLMWHPRQRGTDPQYGPNGCFRALDDILNLKLVHVLNMVTGTVHTYPVTEDESLQSLKTRIQENTGILETDQELLQKAGLVLLPDKPATQCISDSKTNEGLTLDMDLVFLLDNSKINYETQITPRPPPESVSCILQEPKRNLSFFQLRKVWGQVWHSIQTLKEDCNRLQQGQRAAMMSLLRNNSCLSKMKNAMASTAQQLKAKLDFFKTSIQIDLEKYKEQ.... The pIC50 is 5.4. (9) The small molecule is NCC[C@H](Oc1ccc(C(F)(F)F)cc1)c1ccccc1. The target protein (P25122) has sequence MGQGDESERIVINVGGTRHQTYRSTLRTLPGTRLAWLAEPDAHSHFDYDPRADEFFFDRHPGVFAHILNYYRTGKLHCPADVCGPLYEEELAFWGIDETDVEPCCWMTYRQHRDAEEALDSFGGAPLDNSADDADADGPGDSGDGEDELEMTKRLALSDSPDGRPGGFWRRWQPRIWALFEDPYSSRYARYVAFASLFFILVSITTFCLETHERFNPIVNKTEIENVRNGTQVRYYREAETEAFLTYIEGVCVVWFTFEFLMRVVFCPNKVEFIKNSLNIIDFVAILPFYLEVGLSGLSSKAAKDVLGFLRVVRFVRILRIFKLTRHFVGLRVLGHTLRASTNEFLLLIIFLALGVLIFATMIYYAERIGAQPNDPSASEHTHFKNIPIGFWWAVVTMTTLGYGDMYPQTWSGMLVGALCALAGVLTIAMPVPVIVNNFGMYYSLAMAKQKLPKKKKKHIPRPPQLGSPNYCKSVVNSPHHSTQSDTCPLAQEEILEINR.... The pIC50 is 6.1.